This data is from NCI-60 drug combinations with 297,098 pairs across 59 cell lines. The task is: Regression. Given two drug SMILES strings and cell line genomic features, predict the synergy score measuring deviation from expected non-interaction effect. (1) Drug 1: C1CCC(C1)C(CC#N)N2C=C(C=N2)C3=C4C=CNC4=NC=N3. Drug 2: N.N.Cl[Pt+2]Cl. Cell line: IGROV1. Synergy scores: CSS=13.3, Synergy_ZIP=-2.96, Synergy_Bliss=4.80, Synergy_Loewe=4.14, Synergy_HSA=5.24. (2) Drug 1: C1C(C(OC1N2C=C(C(=O)NC2=O)F)CO)O. Drug 2: C1=CC=C(C=C1)NC(=O)CCCCCCC(=O)NO. Cell line: KM12. Synergy scores: CSS=21.8, Synergy_ZIP=-7.83, Synergy_Bliss=-5.57, Synergy_Loewe=-8.32, Synergy_HSA=-2.46. (3) Drug 1: CN1C(=O)N2C=NC(=C2N=N1)C(=O)N. Drug 2: CC=C1C(=O)NC(C(=O)OC2CC(=O)NC(C(=O)NC(CSSCCC=C2)C(=O)N1)C(C)C)C(C)C. Cell line: SF-268. Synergy scores: CSS=54.2, Synergy_ZIP=4.93, Synergy_Bliss=0.760, Synergy_Loewe=-74.8, Synergy_HSA=-6.38. (4) Drug 1: C1=NC2=C(N=C(N=C2N1C3C(C(C(O3)CO)O)O)F)N. Drug 2: C1=NC2=C(N1)C(=S)N=CN2. Cell line: NCI-H522. Synergy scores: CSS=45.0, Synergy_ZIP=-1.98, Synergy_Bliss=-3.88, Synergy_Loewe=-23.4, Synergy_HSA=-3.77. (5) Drug 1: CC1=C(C=C(C=C1)NC(=O)C2=CC=C(C=C2)CN3CCN(CC3)C)NC4=NC=CC(=N4)C5=CN=CC=C5. Drug 2: B(C(CC(C)C)NC(=O)C(CC1=CC=CC=C1)NC(=O)C2=NC=CN=C2)(O)O. Cell line: NCI-H522. Synergy scores: CSS=37.6, Synergy_ZIP=0.971, Synergy_Bliss=2.98, Synergy_Loewe=-21.4, Synergy_HSA=0.612. (6) Drug 1: C1CCN(CC1)CCOC2=CC=C(C=C2)C(=O)C3=C(SC4=C3C=CC(=C4)O)C5=CC=C(C=C5)O. Drug 2: CC12CCC3C(C1CCC2=O)CC(=C)C4=CC(=O)C=CC34C. Cell line: LOX IMVI. Synergy scores: CSS=30.1, Synergy_ZIP=2.51, Synergy_Bliss=-3.81, Synergy_Loewe=-5.40, Synergy_HSA=-5.12. (7) Drug 1: CCCCCOC(=O)NC1=NC(=O)N(C=C1F)C2C(C(C(O2)C)O)O. Drug 2: CN(CCCl)CCCl.Cl. Cell line: HL-60(TB). Synergy scores: CSS=36.3, Synergy_ZIP=-0.378, Synergy_Bliss=-1.35, Synergy_Loewe=-44.9, Synergy_HSA=-2.05.